From a dataset of NCI-60 drug combinations with 297,098 pairs across 59 cell lines. Regression. Given two drug SMILES strings and cell line genomic features, predict the synergy score measuring deviation from expected non-interaction effect. (1) Drug 1: C1=CN(C=N1)CC(O)(P(=O)(O)O)P(=O)(O)O. Drug 2: COC1=C2C(=CC3=C1OC=C3)C=CC(=O)O2. Cell line: CAKI-1. Synergy scores: CSS=-7.03, Synergy_ZIP=-0.0619, Synergy_Bliss=-5.53, Synergy_Loewe=-4.94, Synergy_HSA=-6.57. (2) Drug 1: CC1=C(N=C(N=C1N)C(CC(=O)N)NCC(C(=O)N)N)C(=O)NC(C(C2=CN=CN2)OC3C(C(C(C(O3)CO)O)O)OC4C(C(C(C(O4)CO)O)OC(=O)N)O)C(=O)NC(C)C(C(C)C(=O)NC(C(C)O)C(=O)NCCC5=NC(=CS5)C6=NC(=CS6)C(=O)NCCC[S+](C)C)O. Drug 2: CN1C2=C(C=C(C=C2)N(CCCl)CCCl)N=C1CCCC(=O)O.Cl. Cell line: SNB-75. Synergy scores: CSS=12.0, Synergy_ZIP=-6.84, Synergy_Bliss=-0.112, Synergy_Loewe=-9.92, Synergy_HSA=-0.804. (3) Drug 1: C1=CC=C(C=C1)NC(=O)CCCCCCC(=O)NO. Drug 2: C1CNP(=O)(OC1)N(CCCl)CCCl. Cell line: SN12C. Synergy scores: CSS=2.76, Synergy_ZIP=-1.27, Synergy_Bliss=-1.15, Synergy_Loewe=-7.39, Synergy_HSA=-3.37. (4) Drug 1: C1CCC(C1)C(CC#N)N2C=C(C=N2)C3=C4C=CNC4=NC=N3. Drug 2: CC1=CC2C(CCC3(C2CCC3(C(=O)C)OC(=O)C)C)C4(C1=CC(=O)CC4)C. Cell line: SK-MEL-28. Synergy scores: CSS=-14.7, Synergy_ZIP=12.4, Synergy_Bliss=-4.74, Synergy_Loewe=-10.7, Synergy_HSA=-9.96. (5) Drug 1: C1CN1P(=S)(N2CC2)N3CC3. Drug 2: CC=C1C(=O)NC(C(=O)OC2CC(=O)NC(C(=O)NC(CSSCCC=C2)C(=O)N1)C(C)C)C(C)C. Cell line: UO-31. Synergy scores: CSS=11.2, Synergy_ZIP=-0.491, Synergy_Bliss=3.36, Synergy_Loewe=0.460, Synergy_HSA=0.468. (6) Cell line: HCT116. Drug 2: C1CC(CCC1OC2=C(C(=CC=C2)Cl)F)(CC3=NC(=CC=C3)NC4=NC=CS4)C(=O)O. Drug 1: CC(C)(C1=NC(=CC=C1)N2C3=NC(=NC=C3C(=O)N2CC=C)NC4=CC=C(C=C4)N5CCN(CC5)C)O. Synergy scores: CSS=46.7, Synergy_ZIP=4.27, Synergy_Bliss=3.31, Synergy_Loewe=-14.9, Synergy_HSA=7.56. (7) Drug 1: CC1=CC=C(C=C1)C2=CC(=NN2C3=CC=C(C=C3)S(=O)(=O)N)C(F)(F)F. Drug 2: C1C(C(OC1N2C=C(C(=O)NC2=O)F)CO)O. Cell line: OVCAR3. Synergy scores: CSS=8.85, Synergy_ZIP=-2.70, Synergy_Bliss=-1.58, Synergy_Loewe=-2.20, Synergy_HSA=-0.0689. (8) Drug 1: CC(C1=C(C=CC(=C1Cl)F)Cl)OC2=C(N=CC(=C2)C3=CN(N=C3)C4CCNCC4)N. Synergy scores: CSS=58.7, Synergy_ZIP=5.95, Synergy_Bliss=7.47, Synergy_Loewe=-6.11, Synergy_HSA=7.43. Drug 2: CCC1(CC2CC(C3=C(CCN(C2)C1)C4=CC=CC=C4N3)(C5=C(C=C6C(=C5)C78CCN9C7C(C=CC9)(C(C(C8N6C=O)(C(=O)OC)O)OC(=O)C)CC)OC)C(=O)OC)O.OS(=O)(=O)O. Cell line: HCT116.